Dataset: Reaction yield outcomes from USPTO patents with 853,638 reactions. Task: Predict the reaction yield, written as a fraction of the theoretical maximum amount of product (1.0 means a 100% yield; for example, 0.34 means a 34% yield). (1) The reactants are [NH:1]([C:3]1[CH:12]=[C:11]2[C:6]([CH2:7][CH2:8][NH:9][C:10]2=[O:13])=[CH:5][CH:4]=1)[NH2:2].[CH3:14][C:15]([CH3:22])([CH3:21])[C:16](=O)[CH2:17][C:18]#[N:19].[ClH:23]. The catalyst is CCO. The product is [ClH:23].[NH2:19][C:18]1[N:1]([C:3]2[CH:12]=[C:11]3[C:6]([CH2:7][CH2:8][NH:9][C:10]3=[O:13])=[CH:5][CH:4]=2)[N:2]=[C:16]([C:15]([CH3:22])([CH3:21])[CH3:14])[CH:17]=1. The yield is 0.960. (2) The reactants are [Cl:1][C:2]1[CH:7]=[CH:6][C:5]([C:8]2[N:9]([C:17]3[CH:22]=[CH:21][C:20]([S:23](C)(=[O:25])=[O:24])=[CH:19][CH:18]=3)[CH:10]=[C:11]([C:13]([F:16])([F:15])[F:14])[N:12]=2)=[CH:4][CH:3]=1.C([Mg]Cl)CCC.C(B(CC)CC)C.C([O-])(=O)C.[Na+].[NH2:45]OS(O)(=O)=O. The catalyst is O1CCCC1.O. The product is [Cl:1][C:2]1[CH:7]=[CH:6][C:5]([C:8]2[N:9]([C:17]3[CH:22]=[CH:21][C:20]([S:23]([NH2:45])(=[O:25])=[O:24])=[CH:19][CH:18]=3)[CH:10]=[C:11]([C:13]([F:16])([F:15])[F:14])[N:12]=2)=[CH:4][CH:3]=1. The yield is 0.650.